From a dataset of Full USPTO retrosynthesis dataset with 1.9M reactions from patents (1976-2016). Predict the reactants needed to synthesize the given product. (1) Given the product [CH2:15]([C:12]1[C:13](=[O:14])[N:8]([C:4]2[CH:5]=[CH:6][CH:7]=[C:2]([NH:1][C:27]([NH2:28])=[O:26])[CH:3]=2)[C:9]2[N:25]=[CH:24][CH:23]=[CH:22][C:10]=2[N:11]=1)[C:16]1[CH:21]=[CH:20][CH:19]=[CH:18][CH:17]=1, predict the reactants needed to synthesize it. The reactants are: [NH2:1][C:2]1[CH:3]=[C:4]([N:8]2[C:13](=[O:14])[C:12]([CH2:15][C:16]3[CH:21]=[CH:20][CH:19]=[CH:18][CH:17]=3)=[N:11][C:10]3[CH:22]=[CH:23][CH:24]=[N:25][C:9]2=3)[CH:5]=[CH:6][CH:7]=1.[O-:26][C:27]#[N:28].[K+]. (2) Given the product [F:1][C:2]1[CH:7]=[CH:6][CH:5]=[CH:4][C:3]=1[CH2:8][C:9]([Cl:20])=[O:11], predict the reactants needed to synthesize it. The reactants are: [F:1][C:2]1[CH:7]=[CH:6][CH:5]=[CH:4][C:3]=1[CH2:8][C:9]([OH:11])=O.CN(C=O)C.C(Cl)(=O)C([Cl:20])=O. (3) Given the product [CH3:14][N:4]1[C:5]2[CH2:10][CH2:9][N:8]([C:11](=[O:13])[CH3:12])[CH2:7][C:6]=2[C:2]([N:27]2[C:28]3[C:24](=[CH:23][CH:22]=[C:21]([C:19]4[CH:18]=[N:17][N:16]([CH3:15])[CH:20]=4)[CH:29]=3)[CH2:25][CH2:26]2)=[N:3]1, predict the reactants needed to synthesize it. The reactants are: Br[C:2]1[C:6]2[CH2:7][N:8]([C:11](=[O:13])[CH3:12])[CH2:9][CH2:10][C:5]=2[N:4]([CH3:14])[N:3]=1.[CH3:15][N:16]1[CH:20]=[C:19]([C:21]2[CH:29]=[C:28]3[C:24]([CH2:25][CH2:26][NH:27]3)=[CH:23][CH:22]=2)[CH:18]=[N:17]1.C1(P(C2CCCCC2)C2C=CC=CC=2C2C(OC(C)C)=CC=CC=2OC(C)C)CCCCC1.COC(C)(C)C.C(O[Na])(C)(C)C. (4) The reactants are: Cl.[CH2:2]([O:4][C:5]([C:7]1[CH:12]=[CH:11][C:10]([C:13]2[CH:18]=[C:17]([NH2:19])[CH:16]=[CH:15][C:14]=2[Cl:20])=[CH:9][CH:8]=1)=[O:6])[CH3:3].C(N(CC)CC)C.[CH:28]1([C:34](Cl)=[O:35])[CH2:33][CH2:32][CH2:31][CH2:30][CH2:29]1. Given the product [CH2:2]([O:4][C:5]([C:7]1[CH:12]=[CH:11][C:10]([C:13]2[CH:18]=[C:17]([NH:19][C:34]([CH:28]3[CH2:33][CH2:32][CH2:31][CH2:30][CH2:29]3)=[O:35])[CH:16]=[CH:15][C:14]=2[Cl:20])=[CH:9][CH:8]=1)=[O:6])[CH3:3], predict the reactants needed to synthesize it. (5) Given the product [C:21]([C:20]1[CH:19]=[CH:18][C:17]([O:16][CH2:15][C@@H:14]([OH:25])[CH2:13][N:8]2[CH2:9][CH:10]3[O:12][CH:6]([CH2:5][N:4]([CH2:3][CH2:2][NH:1][S:33]([CH2:32][C:26]4[CH:31]=[CH:30][CH:29]=[CH:28][CH:27]=4)(=[O:35])=[O:34])[CH2:11]3)[CH2:7]2)=[CH:24][CH:23]=1)#[N:22], predict the reactants needed to synthesize it. The reactants are: [NH2:1][CH2:2][CH2:3][N:4]1[CH2:11][CH:10]2[O:12][CH:6]([CH2:7][N:8]([CH2:13][C@H:14]([OH:25])[CH2:15][O:16][C:17]3[CH:24]=[CH:23][C:20]([C:21]#[N:22])=[CH:19][CH:18]=3)[CH2:9]2)[CH2:5]1.[C:26]1([CH2:32][S:33](Cl)(=[O:35])=[O:34])[CH:31]=[CH:30][CH:29]=[CH:28][CH:27]=1.C([O-])([O-])=O.[K+].[K+]. (6) Given the product [N+:11]([C:3]1[CH:2]=[C:1]([P:7](=[O:9])([OH:8])[OH:10])[CH:6]=[CH:5][CH:4]=1)([O-:13])=[O:12], predict the reactants needed to synthesize it. The reactants are: [C:1]1([P:7](=[O:10])([OH:9])[OH:8])[CH:6]=[CH:5][CH:4]=[CH:3][CH:2]=1.[N+:11]([O-])([OH:13])=[O:12]. (7) Given the product [CH2:1]([O:8][C:9]1[CH:18]=[CH:17][C:16]2[N:15]=[CH:14][C:13]3[N:19]=[C:21]([CH2:22][CH3:23])[N:20]([CH3:51])[C:12]=3[C:11]=2[CH:10]=1)[C:2]1[CH:3]=[CH:4][CH:5]=[CH:6][CH:7]=1, predict the reactants needed to synthesize it. The reactants are: [CH2:1]([O:8][C:9]1[CH:10]=[C:11]2[C:16](=[CH:17][CH:18]=1)[N:15]=[CH:14][C:13]([NH2:19])=[C:12]2[NH:20][CH3:21])[C:2]1[CH:7]=[CH:6][CH:5]=[CH:4][CH:3]=1.[CH2:22](OC1C=C2C(C(NCCOC3C=CC=CC=3)=C(N)C=N2)=CC=1)[C:23]1C=CC=CC=1.[C:51](OCC)(OCC)(OCC)CC.C(OC)(OC)(OC)CCCC. (8) Given the product [Br:35][C:36]1[CH:37]=[C:38]([CH2:43][CH2:44][NH:45][C:18]2[N:23]=[C:22]([NH:24][C:25]3[CH:30]=[CH:29][CH:28]=[C:27]([CH3:31])[CH:26]=3)[C:21]([C:32]([NH2:34])=[O:33])=[CH:20][N:19]=2)[CH:39]=[CH:40][C:41]=1[OH:42], predict the reactants needed to synthesize it. The reactants are: CN1C(=O)CCC1.N1(O[C:18]2[N:23]=[C:22]([NH:24][C:25]3[CH:30]=[CH:29][CH:28]=[C:27]([CH3:31])[CH:26]=3)[C:21]([C:32]([NH2:34])=[O:33])=[CH:20][N:19]=2)C2C=CC=CC=2N=N1.[Br:35][C:36]1[CH:37]=[C:38]([CH2:43][CH2:44][NH2:45])[CH:39]=[CH:40][C:41]=1[OH:42].C(N(C(C)C)CC)(C)C. (9) The reactants are: [CH2:1]([O:8][NH2:9])[C:2]1[CH:7]=[CH:6][CH:5]=[CH:4][CH:3]=1.C(N(CC)CC)C.[C:17](OC(=O)C)(=[O:19])C.Cl. Given the product [CH:17]([NH:9][O:8][CH2:1][C:2]1[CH:7]=[CH:6][CH:5]=[CH:4][CH:3]=1)=[O:19], predict the reactants needed to synthesize it.